From a dataset of Forward reaction prediction with 1.9M reactions from USPTO patents (1976-2016). Predict the product of the given reaction. (1) Given the reactants C([N:4]1[CH2:9][CH2:8][N:7]([C:10]2[N:15]=[C:14]([O:16][CH2:17][CH3:18])[CH:13]=[C:12]([O:19][CH2:20][CH3:21])[N:11]=2)[CH2:6][CH2:5]1)(=O)C.[OH-].[Na+].O, predict the reaction product. The product is: [CH2:17]([O:16][C:14]1[CH:13]=[C:12]([O:19][CH2:20][CH3:21])[N:11]=[C:10]([N:7]2[CH2:8][CH2:9][NH:4][CH2:5][CH2:6]2)[N:15]=1)[CH3:18]. (2) Given the reactants C([O:5][C:6](=[O:34])[C:7]1[CH:12]=[CH:11][C:10]([CH2:13][N:14]2[N:23]=[CH:22][C:21]3[C:16](=[CH:17][C:18]([C:24]#[C:25][CH2:26][C:27]4[CH:32]=[CH:31][CH:30]=[CH:29][CH:28]=4)=[CH:19][CH:20]=3)[C:15]2=[O:33])=[CH:9][CH:8]=1)(C)(C)C.FC(F)(F)C(O)=O, predict the reaction product. The product is: [O:33]=[C:15]1[C:16]2[C:21](=[CH:20][CH:19]=[C:18]([C:24]#[C:25][CH2:26][C:27]3[CH:32]=[CH:31][CH:30]=[CH:29][CH:28]=3)[CH:17]=2)[CH:22]=[N:23][N:14]1[CH2:13][C:10]1[CH:9]=[CH:8][C:7]([C:6]([OH:34])=[O:5])=[CH:12][CH:11]=1.